This data is from Reaction yield outcomes from USPTO patents with 853,638 reactions. The task is: Predict the reaction yield, written as a fraction of the theoretical maximum amount of product (1.0 means a 100% yield; for example, 0.34 means a 34% yield). (1) The yield is 0.550. The product is [CH3:15][C:16]([CH3:21])([CH3:20])[C:17]#[C:18][C:2]1[C:7]([F:8])=[CH:6][CH:5]=[CH:4][C:3]=1[NH:9][C:10](=[O:14])[CH2:11][CH2:12][CH3:13]. The catalyst is CCN(CC)CC.[Cu]I.Cl[Pd](Cl)([P](C1C=CC=CC=1)(C1C=CC=CC=1)C1C=CC=CC=1)[P](C1C=CC=CC=1)(C1C=CC=CC=1)C1C=CC=CC=1. The reactants are Br[C:2]1[C:7]([F:8])=[CH:6][CH:5]=[CH:4][C:3]=1[NH:9][C:10](=[O:14])[CH2:11][CH2:12][CH3:13].[CH3:15][C:16]([CH3:21])([CH3:20])[C:17]#[C:18]C. (2) The reactants are [CH3:1][O:2][C:3]1[CH:4]=[CH:5][C:6]([NH:11][C:12]2[C:13]3[N:14]([CH:27]=[CH:28][N:29]=3)[N:15]=[C:16]([C:18]3[CH:26]=[CH:25][C:21]([C:22]([OH:24])=O)=[CH:20][CH:19]=3)[CH:17]=2)=[N:7][C:8]=1[O:9][CH3:10].[N:30]1[CH:35]=[CH:34][C:33]([CH2:36][CH2:37][NH2:38])=[CH:32][CH:31]=1.CN(C(ON1N=NC2C=CC=NC1=2)=[N+](C)C)C.F[P-](F)(F)(F)(F)F.CCN(C(C)C)C(C)C.CCN=C=NCCCN(C)C. The catalyst is CN(C1C=CN=CC=1)C.CN(C=O)C.C(OCC)(=O)C. The product is [CH3:1][O:2][C:3]1[CH:4]=[CH:5][C:6]([NH:11][C:12]2[C:13]3[N:14]([CH:27]=[CH:28][N:29]=3)[N:15]=[C:16]([C:18]3[CH:19]=[CH:20][C:21]([C:22]([NH:38][CH2:37][CH2:36][C:33]4[CH:34]=[CH:35][N:30]=[CH:31][CH:32]=4)=[O:24])=[CH:25][CH:26]=3)[CH:17]=2)=[N:7][C:8]=1[O:9][CH3:10]. The yield is 0.720. (3) The reactants are Cl[C:2]1[N:7]=[C:6]([NH:8][C:9]([C:11]2([C:14]3[CH:24]=[CH:23][C:17]4[O:18][C:19]([F:22])([F:21])[O:20][C:16]=4[CH:15]=3)[CH2:13][CH2:12]2)=[O:10])[CH:5]=[C:4]([CH3:25])[C:3]=1[CH3:26].[CH3:27][O:28][C:29]1[N:34]=[CH:33][C:32](B(O)O)=[CH:31][CH:30]=1.C([O-])([O-])=O.[Na+].[Na+]. The catalyst is COCCOC.C1C=CC([P]([Pd]([P](C2C=CC=CC=2)(C2C=CC=CC=2)C2C=CC=CC=2)([P](C2C=CC=CC=2)(C2C=CC=CC=2)C2C=CC=CC=2)[P](C2C=CC=CC=2)(C2C=CC=CC=2)C2C=CC=CC=2)(C2C=CC=CC=2)C2C=CC=CC=2)=CC=1. The product is [F:21][C:19]1([F:22])[O:18][C:17]2[CH:23]=[CH:24][C:14]([C:11]3([C:9]([NH:8][C:6]4[N:7]=[C:2]([C:32]5[CH:33]=[N:34][C:29]([O:28][CH3:27])=[CH:30][CH:31]=5)[C:3]([CH3:26])=[C:4]([CH3:25])[CH:5]=4)=[O:10])[CH2:13][CH2:12]3)=[CH:15][C:16]=2[O:20]1. The yield is 0.440. (4) The reactants are Cl.CN(C)CCCN=C=NCC.[C:13]([CH2:16][CH2:17][CH2:18][O:19][C:20]1[CH:29]=[C:28]2[C:23]([C:24]([NH:30][C:31]3[CH:36]=[CH:35][C:34]([Cl:37])=[CH:33][C:32]=3[F:38])=[N:25][CH:26]=[N:27]2)=[CH:22][C:21]=1[O:39][CH3:40])(O)=[O:14].[NH:41]1[CH2:46][CH2:45][O:44][CH2:43][CH2:42]1. The catalyst is CN(C)C1C=CN=CC=1.CN(C=O)C. The product is [Cl:37][C:34]1[CH:35]=[CH:36][C:31]([NH:30][C:24]2[C:23]3[C:28](=[CH:29][C:20]([O:19][CH2:18][CH2:17][CH2:16][C:13]([N:41]4[CH2:46][CH2:45][O:44][CH2:43][CH2:42]4)=[O:14])=[C:21]([O:39][CH3:40])[CH:22]=3)[N:27]=[CH:26][N:25]=2)=[C:32]([F:38])[CH:33]=1. The yield is 0.460. (5) The yield is 0.910. The catalyst is CN(C=O)C.O. The reactants are [CH2:1]([C:3]1[CH:8]=[C:7]([O:9][CH3:10])[C:6]([F:11])=[CH:5][C:4]=1[C:12]1[CH:20]=[C:19]2[C:15]([CH:16]=[N:17][NH:18]2)=[CH:14][CH:13]=1)[CH3:2].[OH-].[K+].[I:23]I. The product is [CH2:1]([C:3]1[CH:8]=[C:7]([O:9][CH3:10])[C:6]([F:11])=[CH:5][C:4]=1[C:12]1[CH:20]=[C:19]2[C:15]([C:16]([I:23])=[N:17][NH:18]2)=[CH:14][CH:13]=1)[CH3:2]. (6) The reactants are [CH3:1][O:2][C:3](=[O:39])[NH:4][CH:5]([C:9]([N:11]1[CH:18]([C:19]2[NH:20][C:21]([C:24]3[CH:29]=[CH:28][C:27](B4OC(C)(C)C(C)(C)O4)=[CH:26][CH:25]=3)=[CH:22][N:23]=2)[CH2:17][C:13]2([CH2:16][CH2:15][CH2:14]2)[O:12]1)=[O:10])[CH:6]([CH3:8])[CH3:7].[CH3:40][O:41][C:42](=[O:67])[NH:43][CH:44]([C:48]([N:50]1[CH2:54][CH2:53][CH2:52][CH:51]1[C:55]1[NH:56][C:57]([C:60]2[CH:65]=[CH:64][C:63](Br)=[CH:62][CH:61]=2)=[CH:58][N:59]=1)=[O:49])[CH:45]([CH3:47])[CH3:46].C(=O)([O-])[O-].[K+].[K+]. The catalyst is COCCOC.C1C=CC([P]([Pd]([P](C2C=CC=CC=2)(C2C=CC=CC=2)C2C=CC=CC=2)([P](C2C=CC=CC=2)(C2C=CC=CC=2)C2C=CC=CC=2)[P](C2C=CC=CC=2)(C2C=CC=CC=2)C2C=CC=CC=2)(C2C=CC=CC=2)C2C=CC=CC=2)=CC=1. The product is [CH3:1][O:2][C:3](=[O:39])[NH:4][CH:5]([C:9]([N:11]1[CH:18]([C:19]2[NH:20][C:21]([C:24]3[CH:29]=[CH:28][C:27]([C:63]4[CH:64]=[CH:65][C:60]([C:57]5[NH:56][C:55]([CH:51]6[CH2:52][CH2:53][CH2:54][N:50]6[C:48](=[O:49])[CH:44]([NH:43][C:42]([O:41][CH3:40])=[O:67])[CH:45]([CH3:47])[CH3:46])=[N:59][CH:58]=5)=[CH:61][CH:62]=4)=[CH:26][CH:25]=3)=[CH:22][N:23]=2)[CH2:17][C:13]2([CH2:14][CH2:15][CH2:16]2)[O:12]1)=[O:10])[CH:6]([CH3:7])[CH3:8]. The yield is 0.300. (7) The reactants are Cl.[NH2:2][CH2:3][C:4]([O:6][CH2:7][CH3:8])=[O:5].[C:9]1([C:15](=O)[CH2:16][CH2:17][C:18](=O)[CH3:19])[CH:14]=[CH:13][CH:12]=[CH:11][CH:10]=1. The catalyst is C(O)C.C(Cl)Cl. The product is [CH3:19][C:18]1[N:2]([CH2:3][C:4]([O:6][CH2:7][CH3:8])=[O:5])[C:15]([C:9]2[CH:14]=[CH:13][CH:12]=[CH:11][CH:10]=2)=[CH:16][CH:17]=1. The yield is 0.724. (8) The reactants are [O:1]=[C:2]1[N:6]([C@@H:7]([C:9]2[CH:10]=[C:11]([CH:14]=[CH:15][CH:16]=2)[C:12]#[N:13])[CH3:8])[C:5](=O)[CH2:4][O:3]1.[BH4-].[Na+].CC(C)=O.CS(Cl)(=O)=O. The catalyst is CO.C([O-])(O)=O.[Na+]. The product is [O:1]=[C:2]1[N:6]([C@@H:7]([C:9]2[CH:10]=[C:11]([CH:14]=[CH:15][CH:16]=2)[C:12]#[N:13])[CH3:8])[CH:5]=[CH:4][O:3]1. The yield is 0.610.